Dataset: M1 muscarinic receptor antagonist screen with 61,756 compounds. Task: Binary Classification. Given a drug SMILES string, predict its activity (active/inactive) in a high-throughput screening assay against a specified biological target. The molecule is O(c1cc(NC(=O)NCc2n(ccc2)C)ccc1)C. The result is 0 (inactive).